Dataset: NCI-60 drug combinations with 297,098 pairs across 59 cell lines. Task: Regression. Given two drug SMILES strings and cell line genomic features, predict the synergy score measuring deviation from expected non-interaction effect. Cell line: CAKI-1. Drug 1: CC1=C2C(C(=O)C3(C(CC4C(C3C(C(C2(C)C)(CC1OC(=O)C(C(C5=CC=CC=C5)NC(=O)OC(C)(C)C)O)O)OC(=O)C6=CC=CC=C6)(CO4)OC(=O)C)OC)C)OC. Synergy scores: CSS=36.4, Synergy_ZIP=-2.03, Synergy_Bliss=-4.32, Synergy_Loewe=-29.7, Synergy_HSA=-2.72. Drug 2: CN(C)C1=NC(=NC(=N1)N(C)C)N(C)C.